Dataset: Reaction yield outcomes from USPTO patents with 853,638 reactions. Task: Predict the reaction yield, written as a fraction of the theoretical maximum amount of product (1.0 means a 100% yield; for example, 0.34 means a 34% yield). (1) The reactants are [OH:1][C:2]1[CH:3]=[C:4]2[C:14](=[O:15])[C:13]3[C:8](=[CH:9][CH:10]=[CH:11][CH:12]=3)[C:5]2=[N:6][CH:7]=1.N(C(OC(C)(C)C)=O)=NC(OC(C)(C)C)=O.C1(P(C2C=CC=CC=2)C2C=CC=CC=2)C=CC=CC=1.O[CH2:52][CH2:53][N:54]1[CH2:58][CH2:57][CH2:56][C:55]1=[O:59]. The catalyst is O1CCCC1. The product is [O:59]=[C:55]1[CH2:56][CH2:57][CH2:58][N:54]1[CH2:53][CH2:52][O:1][C:2]1[CH:3]=[C:4]2[C:14](=[O:15])[C:13]3[C:8](=[CH:9][CH:10]=[CH:11][CH:12]=3)[C:5]2=[N:6][CH:7]=1. The yield is 0.490. (2) The reactants are [Br:1][C:2]1[CH:3]=[C:4]([C:11]([NH:13][CH2:14][C:15]2[C:16](=[O:23])[NH:17][C:18]([CH3:22])=[CH:19][C:20]=2[CH3:21])=[O:12])[C:5]2[CH:10]=[N:9][NH:8][C:6]=2[N:7]=1.C([O-])([O-])=O.[K+].[K+].Br[CH:31]([C:33]1[CH:38]=[CH:37][CH:36]=[CH:35][CH:34]=1)[CH3:32].O. The catalyst is CN(C=O)C. The product is [Br:1][C:2]1[CH:3]=[C:4]([C:11]([NH:13][CH2:14][C:15]2[C:16](=[O:23])[NH:17][C:18]([CH3:22])=[CH:19][C:20]=2[CH3:21])=[O:12])[C:5]2[CH:10]=[N:9][N:8]([CH:31]([C:33]3[CH:38]=[CH:37][CH:36]=[CH:35][CH:34]=3)[CH3:32])[C:6]=2[N:7]=1. The yield is 0.928. (3) The reactants are Br[C:2]1[S:6][C:5]([CH:7]=[O:8])=[CH:4][CH:3]=1.[CH2:9](B(O)O)[CH2:10][CH:11]=[CH2:12]. No catalyst specified. The product is [CH2:12]([C:2]1[S:6][C:5]([CH:7]=[O:8])=[CH:4][CH:3]=1)[CH2:11][CH:10]=[CH2:9]. The yield is 0.550. (4) The reactants are [Cl:1][C:2]1[CH:3]=[C:4]([C:8]2[C:16]([CH:17]([OH:20])[C:18]#[CH:19])=[C:15]3[N:10]([CH:11]=[N:12][CH:13]=[CH:14]3)[N:9]=2)[CH:5]=[CH:6][CH:7]=1. The catalyst is C(Cl)(Cl)Cl.[O-2].[O-2].[Mn+4]. The product is [Cl:1][C:2]1[CH:3]=[C:4]([C:8]2[C:16]([C:17](=[O:20])[C:18]#[CH:19])=[C:15]3[N:10]([CH:11]=[N:12][CH:13]=[CH:14]3)[N:9]=2)[CH:5]=[CH:6][CH:7]=1. The yield is 1.00. (5) The catalyst is CCO. The reactants are [OH-].[Na+].[Br:3][C:4]1[CH:5]=[CH:6][C:7]2[N:8]([CH2:18][CH:19]([OH:24])[C:20]([O:22]C)=[O:21])[C:9]3[C:14]([C:15]=2[CH:16]=1)=[CH:13][C:12]([Br:17])=[CH:11][CH:10]=3. The yield is 0.990. The product is [Br:17][C:12]1[CH:11]=[CH:10][C:9]2[N:8]([CH2:18][CH:19]([OH:24])[C:20]([OH:22])=[O:21])[C:7]3[C:15]([C:14]=2[CH:13]=1)=[CH:16][C:4]([Br:3])=[CH:5][CH:6]=3. (6) The reactants are FC(F)(F)S(O[C:7]1[CH:12]=[CH:11][C:10]([C:13]2[C:18]([CH3:19])=[N:17][C:16]([CH3:20])=[C:15]([C:21](=[O:23])[NH2:22])[N:14]=2)=[CH:9][CH:8]=1)(=O)=O.[Cl:26][C:27]1[CH:28]=[C:29]([C:42]2([C:46]([O:48][CH3:49])=[O:47])[CH2:45][CH2:44][CH2:43]2)[CH:30]=[CH:31][C:32]=1B1OC(C)(C)C(C)(C)O1.P([O-])([O-])([O-])=O.[K+].[K+].[K+].CO. The catalyst is COCCOC.C1C=CC(P(C2C=CC=CC=2)[C-]2C=CC=C2)=CC=1.C1C=CC(P(C2C=CC=CC=2)[C-]2C=CC=C2)=CC=1.Cl[Pd]Cl.[Fe+2].C(Cl)Cl.O. The product is [C:21]([C:15]1[N:14]=[C:13]([C:10]2[CH:11]=[CH:12][C:7]([C:32]3[CH:31]=[CH:30][C:29]([C:42]4([C:46]([O:48][CH3:49])=[O:47])[CH2:45][CH2:44][CH2:43]4)=[CH:28][C:27]=3[Cl:26])=[CH:8][CH:9]=2)[C:18]([CH3:19])=[N:17][C:16]=1[CH3:20])(=[O:23])[NH2:22]. The yield is 0.690. (7) The reactants are [NH2:1][C:2]1[CH:7]=[CH:6][N:5]=[CH:4][CH:3]=1.Cl[C:9]([O:11][C:12]1[CH:17]=[CH:16][CH:15]=[CH:14][CH:13]=1)=[O:10]. No catalyst specified. The product is [N:5]1[CH:6]=[CH:7][C:2]([NH:1][C:9](=[O:10])[O:11][C:12]2[CH:17]=[CH:16][CH:15]=[CH:14][CH:13]=2)=[CH:3][CH:4]=1. The yield is 5.34. (8) The reactants are [C:1]([C:5]1[O:6][C:7]([CH3:16])=[CH:8][C:9](=[C:11]([C:14]#[N:15])[C:12]#[N:13])[CH:10]=1)([CH3:4])([CH3:3])[CH3:2].[C:17]1([N:23]([C:37]2[CH:42]=[CH:41][CH:40]=[CH:39][CH:38]=2)[C:24]2[CH:29]=[CH:28][C:27]([C:30]3[S:34][C:33]([CH:35]=O)=[CH:32][CH:31]=3)=[CH:26][CH:25]=2)[CH:22]=[CH:21][CH:20]=[CH:19][CH:18]=1.N1CCCCC1. The catalyst is C(O)C. The product is [C:1]([C:5]1[O:6][C:7]([CH:16]=[CH:35][C:33]2[S:34][C:30]([C:27]3[CH:28]=[CH:29][C:24]([N:23]([C:37]4[CH:42]=[CH:41][CH:40]=[CH:39][CH:38]=4)[C:17]4[CH:22]=[CH:21][CH:20]=[CH:19][CH:18]=4)=[CH:25][CH:26]=3)=[CH:31][CH:32]=2)=[CH:8][C:9](=[C:11]([C:14]#[N:15])[C:12]#[N:13])[CH:10]=1)([CH3:4])([CH3:2])[CH3:3]. The yield is 0.500.